From a dataset of Reaction yield outcomes from USPTO patents with 853,638 reactions. Predict the reaction yield, written as a fraction of the theoretical maximum amount of product (1.0 means a 100% yield; for example, 0.34 means a 34% yield). (1) The reactants are OC(C(F)(F)F)=O.[CH2:8]1[C:17]2[C:12](=[CH:13][C:14]([CH:18]([NH:20][C:21](=[O:23])[CH3:22])[CH3:19])=[CH:15][CH:16]=2)[CH2:11][CH2:10][NH:9]1.[Br:24][C:25]1[CH:30]=[C:29]([O:31][CH:32]([CH3:34])[CH3:33])[CH:28]=[CH:27][C:26]=1[CH2:35]Br. No catalyst specified. The product is [Br:24][C:25]1[CH:30]=[C:29]([O:31][CH:32]([CH3:34])[CH3:33])[CH:28]=[CH:27][C:26]=1[CH2:35][N:9]1[CH2:10][CH2:11][C:12]2[C:17](=[CH:16][CH:15]=[C:14]([CH:18]([NH:20][C:21](=[O:23])[CH3:22])[CH3:19])[CH:13]=2)[CH2:8]1. The yield is 0.460. (2) The reactants are [Cl:1][C:2]1[CH:16]=[C:15]([Cl:17])[CH:14]=[CH:13][C:3]=1[O:4][CH2:5][CH2:6][C:7]([CH3:12])([CH3:11])[C:8]([OH:10])=O.C1C=CC2N(O)N=NC=2C=1.CCN=C=NCCCN(C)C.CCN(C(C)C)C(C)C.[NH2:48][CH:49]1[CH:56]2[CH2:57][C:52]3([OH:59])[CH2:53][CH:54]([CH2:58][CH:50]1[CH2:51]3)[CH2:55]2. The catalyst is CN(C=O)C. The product is [Cl:1][C:2]1[CH:16]=[C:15]([Cl:17])[CH:14]=[CH:13][C:3]=1[O:4][CH2:5][CH2:6][C:7]([CH3:12])([CH3:11])[C:8]([NH:48][CH:49]1[CH:50]2[CH2:58][CH:54]3[CH2:53][C:52]([OH:59])([CH2:57][CH:56]1[CH2:55]3)[CH2:51]2)=[O:10]. The yield is 0.400.